From a dataset of NCI-60 drug combinations with 297,098 pairs across 59 cell lines. Regression. Given two drug SMILES strings and cell line genomic features, predict the synergy score measuring deviation from expected non-interaction effect. Drug 1: C1=CN(C(=O)N=C1N)C2C(C(C(O2)CO)O)O.Cl. Drug 2: C1CN(P(=O)(OC1)NCCCl)CCCl. Cell line: A498. Synergy scores: CSS=11.9, Synergy_ZIP=-1.20, Synergy_Bliss=-0.882, Synergy_Loewe=-17.2, Synergy_HSA=-0.430.